Dataset: Catalyst prediction with 721,799 reactions and 888 catalyst types from USPTO. Task: Predict which catalyst facilitates the given reaction. Reactant: [H-].[Na+].C[C:4]1[CH:9]=[CH:8][CH:7]=[CH:6][C:5]=1[S:10]([NH:13][C:14]1[CH:19]=[CH:18][CH:17]=[C:16]([C:20]([F:23])([F:22])[F:21])[CH:15]=1)(=[O:12])=[O:11].Br[CH2:25][C:26]([O:28][C:29]([CH3:32])([CH3:31])[CH3:30])=[O:27]. Product: [F:23][C:20]([F:21])([F:22])[C:16]1[CH:15]=[C:14]([N:13]([CH2:25][C:26]([O:28][C:29]([CH3:32])([CH3:31])[CH3:30])=[O:27])[S:10]([C:5]2[CH:4]=[CH:9][CH:8]=[CH:7][CH:6]=2)(=[O:11])=[O:12])[CH:19]=[CH:18][CH:17]=1. The catalyst class is: 1.